Dataset: Forward reaction prediction with 1.9M reactions from USPTO patents (1976-2016). Task: Predict the product of the given reaction. (1) Given the reactants [Si]([O:8][C@@H:9]([C:23]1[CH:24]=[C:25]2[C:30](=[CH:31][CH:32]=1)[NH:29][C:28](=[O:33])[CH2:27][CH2:26]2)[CH2:10][N:11]1[CH2:16][CH2:15][C@@H:14]([C:17]2[S:18][CH:19]=[CH:20][CH:21]=2)[C@H:13]([OH:22])[CH2:12]1)(C(C)(C)C)(C)C.CCCC[N+](CCCC)(CCCC)CCCC.[F-], predict the reaction product. The product is: [OH:8][C@@H:9]([C:23]1[CH:24]=[C:25]2[C:30](=[CH:31][CH:32]=1)[NH:29][C:28](=[O:33])[CH2:27][CH2:26]2)[CH2:10][N:11]1[CH2:16][CH2:15][C@@H:14]([C:17]2[S:18][CH:19]=[CH:20][CH:21]=2)[C@H:13]([OH:22])[CH2:12]1. (2) Given the reactants [CH2:1]([O:3][C:4]1[CH:5]=[C:6]2[C:11](=[C:12]3[CH2:16][C:15]([CH3:18])([CH3:17])[O:14][C:13]=13)[C:10]([C:19]1[CH:24]=[CH:23][CH:22]=[CH:21][CH:20]=1)=[N:9][C:8]([CH3:27])([CH2:25][NH2:26])[CH2:7]2)[CH3:2].[OH-].[Na+].[C:30](Cl)(=[O:37])[C:31]1[CH:36]=[CH:35][CH:34]=[CH:33][CH:32]=1.O, predict the reaction product. The product is: [CH2:1]([O:3][C:4]1[CH:5]=[C:6]2[C:11](=[C:12]3[CH2:16][C:15]([CH3:18])([CH3:17])[O:14][C:13]=13)[C:10]([C:19]1[CH:24]=[CH:23][CH:22]=[CH:21][CH:20]=1)=[N:9][C:8]([CH2:25][NH:26][C:30](=[O:37])[C:31]1[CH:36]=[CH:35][CH:34]=[CH:33][CH:32]=1)([CH3:27])[CH2:7]2)[CH3:2]. (3) The product is: [NH2:1][C:2]1[C:3]([Br:25])=[C:4]2[C:8](=[CH:9][CH:10]=1)[NH:7][C:6]([C:11]([O:13][CH2:14][CH3:15])=[O:12])=[C:5]2[S:16]([N:19]1[CH2:24][CH2:23][O:22][CH2:21][CH2:20]1)(=[O:18])=[O:17]. Given the reactants [NH2:1][C:2]1[CH:3]=[C:4]2[C:8](=[CH:9][CH:10]=1)[NH:7][C:6]([C:11]([O:13][CH2:14][CH3:15])=[O:12])=[C:5]2[S:16]([N:19]1[CH2:24][CH2:23][O:22][CH2:21][CH2:20]1)(=[O:18])=[O:17].[Br:25]N1C(=O)CCC1=O, predict the reaction product. (4) The product is: [ClH:32].[ClH:32].[NH:1]1[C:5]2=[N:6][CH:7]=[CH:8][C:9]([NH:10][C:11](=[O:31])[C:12]3[CH:17]=[CH:16][C:15]([C@H:18]([NH2:20])[CH3:19])=[CH:14][CH:13]=3)=[C:4]2[CH:3]=[CH:2]1. Given the reactants [NH:1]1[C:5]2=[N:6][CH:7]=[CH:8][C:9]([NH:10][C:11](=[O:31])[C:12]3[CH:17]=[CH:16][C:15]([C@H:18]([NH:20]C(OCC4C=CC=CC=4)=O)[CH3:19])=[CH:14][CH:13]=3)=[C:4]2[CH:3]=[CH:2]1.[ClH:32].CO, predict the reaction product. (5) Given the reactants [CH2:1]([N:3]([C:29](=O)[C:30]1[CH:35]=[CH:34][C:33]([OH:36])=[C:32]([F:37])[CH:31]=1)[C:4]1[CH:9]=[C:8]([O:10][CH3:11])[CH:7]=[CH:6][C:5]=1[C@H:12]1[CH2:21][CH2:20][C:19]2[CH:18]=[C:17]([O:22]C(=O)C(C)(C)C)[CH:16]=[CH:15][C:14]=2[CH2:13]1)[CH3:2].Cl[CH2:40][C:41]([N:43]1[CH2:48][CH2:47][CH2:46][CH2:45][CH2:44]1)=O, predict the reaction product. The product is: [CH2:1]([N:3]([CH2:29][C:30]1[CH:35]=[CH:34][C:33]([O:36][CH2:40][CH2:41][N:43]2[CH2:48][CH2:47][CH2:46][CH2:45][CH2:44]2)=[C:32]([F:37])[CH:31]=1)[C:4]1[CH:9]=[C:8]([O:10][CH3:11])[CH:7]=[CH:6][C:5]=1[C@H:12]1[CH2:21][CH2:20][C:19]2[CH:18]=[C:17]([OH:22])[CH:16]=[CH:15][C:14]=2[CH2:13]1)[CH3:2].